From a dataset of Full USPTO retrosynthesis dataset with 1.9M reactions from patents (1976-2016). Predict the reactants needed to synthesize the given product. (1) The reactants are: [C:1]([O:5][C:6](=[O:36])[NH:7][C:8]1([C:12]2[CH:17]=[CH:16][C:15]([C:18]3[C:27](=[O:28])[C:26]4[C:21](=[CH:22][CH:23]=[C:24](F)[CH:25]=4)[O:20][C:19]=3[C:30]3[CH:35]=[CH:34][CH:33]=[CH:32][CH:31]=3)=[CH:14][CH:13]=2)[CH2:11][CH2:10][CH2:9]1)([CH3:4])([CH3:3])[CH3:2].IC1C(=O)C2C(=C(OC)C=CC=2)[O:40][C:39]=1C1C=CC=CC=1. Given the product [C:1]([O:5][C:6](=[O:36])[NH:7][C:8]1([C:12]2[CH:17]=[CH:16][C:15]([C:18]3[C:27](=[O:28])[C:26]4[C:21](=[C:22]([O:40][CH3:39])[CH:23]=[CH:24][CH:25]=4)[O:20][C:19]=3[C:30]3[CH:35]=[CH:34][CH:33]=[CH:32][CH:31]=3)=[CH:14][CH:13]=2)[CH2:11][CH2:10][CH2:9]1)([CH3:4])([CH3:3])[CH3:2], predict the reactants needed to synthesize it. (2) Given the product [ClH:1].[ClH:1].[Cl:22][C:7]1[CH:6]=[CH:5][C:4]2[N:3]=[C:2]([N:23]3[CH2:28][CH2:27][NH:26][CH2:25][CH2:24]3)[CH:11]=[CH:10][C:9]=2[C:8]=1[C:12]([NH:14][CH2:15][CH:16]1[CH2:21][CH2:20][CH2:19][CH2:18][CH2:17]1)=[O:13], predict the reactants needed to synthesize it. The reactants are: [Cl:1][C:2]1[CH:11]=[CH:10][C:9]2[C:8]([C:12]([NH:14][CH2:15][CH:16]3[CH2:21][CH2:20][CH2:19][CH2:18][CH2:17]3)=[O:13])=[C:7]([Cl:22])[CH:6]=[CH:5][C:4]=2[N:3]=1.[NH:23]1[CH2:28][CH2:27][NH:26][CH2:25][CH2:24]1. (3) The reactants are: Cl[C:2]1[N:10]=[C:9](Cl)[C:8]([Cl:12])=[CH:7][C:3]=1[C:4]([NH2:6])=O.[CH:13]1([O:16][CH2:17][CH2:18][OH:19])[CH2:15][CH2:14]1.[B:20]1([OH:30])[C:24]2[CH:25]=[CH:26][C:27]([OH:29])=[CH:28][C:23]=2[CH2:22][O:21]1. Given the product [Cl:12][C:8]1[C:9]([O:29][C:27]2[CH:26]=[CH:25][C:24]3[B:20]([OH:30])[O:21][CH2:22][C:23]=3[CH:28]=2)=[N:10][C:2]([O:19][CH2:18][CH2:17][O:16][CH:13]2[CH2:15][CH2:14]2)=[C:3]([CH:7]=1)[C:4]#[N:6], predict the reactants needed to synthesize it. (4) Given the product [C:35]([C:34]([NH:33][C:3](=[O:4])[CH:2]([OH:1])[C:6]1[CH:7]=[CH:8][C:9]([C:12]2[N:16]=[C:15]([C:17]3[O:21][N:20]=[C:19]([C:22]4[CH:27]=[CH:26][CH:25]=[CH:24][CH:23]=4)[C:18]=3[C:28]([F:30])([F:31])[F:29])[O:14][N:13]=2)=[CH:10][CH:11]=1)([CH3:38])[CH3:37])#[N:36], predict the reactants needed to synthesize it. The reactants are: [OH:1][CH:2]([C:6]1[CH:11]=[CH:10][C:9]([C:12]2[N:16]=[C:15]([C:17]3[O:21][N:20]=[C:19]([C:22]4[CH:27]=[CH:26][CH:25]=[CH:24][CH:23]=4)[C:18]=3[C:28]([F:31])([F:30])[F:29])[O:14][N:13]=2)=[CH:8][CH:7]=1)[C:3](O)=[O:4].Cl.[NH2:33][C:34]([CH3:38])([CH3:37])[C:35]#[N:36].CN(C(ON1N=NC2C=CC=NC1=2)=[N+](C)C)C.F[P-](F)(F)(F)(F)F.CN1CCOCC1. (5) Given the product [F:17][C:9]1[CH:8]=[C:7]([C:5]2[N:21]=[N:22][C:23]([S:24][CH3:27])=[N:25][CH:4]=2)[CH:16]=[CH:15][C:10]=1[C:11]([O:13][CH3:14])=[O:12], predict the reactants needed to synthesize it. The reactants are: C(O[CH:4](OCC)[C:5]([C:7]1[CH:16]=[CH:15][C:10]([C:11]([O:13][CH3:14])=[O:12])=[C:9]([F:17])[CH:8]=1)=O)C.[NH2:21][NH:22][C:23]([NH2:25])=[S:24].O.[C:27]1(C)C=CC(S(O)(=O)=O)=CC=1.CI. (6) Given the product [C:1]([O:4][CH2:5][C:6]1[N:15]([CH:16]([CH2:18][CH2:19][CH3:20])[CH3:17])[C:14]2[CH:13]=[C:12]([Br:21])[N:11]=[CH:10][C:9]=2[N:8]=1)(=[O:3])[CH3:2], predict the reactants needed to synthesize it. The reactants are: [C:1]([O:4][CH2:5][C:6]([NH:8][C:9]1[CH:10]=[N:11][C:12]([Br:21])=[CH:13][C:14]=1[NH:15][CH:16]([CH2:18][CH2:19][CH3:20])[CH3:17])=O)(=[O:3])[CH3:2]. (7) Given the product [N:1]1([C:7]2[CH:12]=[CH:11][C:10]([C:13]([N:15]3[C:21]4[CH:22]=[CH:23][CH:24]=[CH:25][C:20]=4[CH2:19][N:18]4[C:26]([C:35](=[O:36])[C:34]([Cl:39])([Cl:38])[Cl:33])=[CH:27][CH:28]=[C:17]4[CH2:16]3)=[O:14])=[CH:9][C:8]=2[S:29]([NH2:32])(=[O:30])=[O:31])[CH2:2][CH2:3][O:4][CH2:5][CH2:6]1, predict the reactants needed to synthesize it. The reactants are: [N:1]1([C:7]2[CH:12]=[CH:11][C:10]([C:13]([N:15]3[C:21]4[CH:22]=[CH:23][CH:24]=[CH:25][C:20]=4[CH2:19][N:18]4[CH:26]=[CH:27][CH:28]=[C:17]4[CH2:16]3)=[O:14])=[CH:9][C:8]=2[S:29]([NH2:32])(=[O:31])=[O:30])[CH2:6][CH2:5][O:4][CH2:3][CH2:2]1.[Cl:33][C:34]([Cl:39])([Cl:38])[C:35](Cl)=[O:36].O.